This data is from Full USPTO retrosynthesis dataset with 1.9M reactions from patents (1976-2016). The task is: Predict the reactants needed to synthesize the given product. (1) Given the product [Cl:32][C:30]1[CH:29]=[CH:28][C:14]([C:15]([NH:17][C@H:18]2[CH2:23][CH2:22][C@H:21]([C:24]([F:27])([F:26])[F:25])[CH2:20][CH2:19]2)=[O:16])=[C:13]([O:5][CH2:4][CH2:3][O:2][CH3:1])[N:31]=1, predict the reactants needed to synthesize it. The reactants are: [CH3:1][O:2][CH2:3][CH2:4][OH:5].CC([O-])(C)C.[K+].Cl[C:13]1[N:31]=[C:30]([Cl:32])[CH:29]=[CH:28][C:14]=1[C:15]([NH:17][C@H:18]1[CH2:23][CH2:22][C@H:21]([C:24]([F:27])([F:26])[F:25])[CH2:20][CH2:19]1)=[O:16]. (2) Given the product [OH:26][CH2:25][CH2:24][CH2:23][CH2:22][CH2:21][CH2:20][O:1][C:2]1[CH:3]=[CH:4][C:5]2[S:10][C:9]([C:11]3[CH:16]=[CH:15][CH:14]=[CH:13][N:12]=3)=[N:8][C:7](=[O:17])[C:6]=2[CH:18]=1, predict the reactants needed to synthesize it. The reactants are: [OH:1][C:2]1[CH:3]=[CH:4][C:5]2[S:10][C:9]([C:11]3[CH:16]=[CH:15][CH:14]=[CH:13][N:12]=3)=[N:8][C:7](=[O:17])[C:6]=2[CH:18]=1.Br[CH2:20][CH2:21][CH2:22][CH2:23][CH2:24][CH2:25][OH:26].C(=O)([O-])[O-].[K+].[K+].CN(C=O)C. (3) Given the product [C:1]([NH:4][C:5]1[N:10]=[C:9]([C:11]2[CH:12]=[CH:13][C:14]([N:17]3[C:21]([Cl:22])=[CH:20][C:19]([NH:23][C:30]([NH:29][C:32]4[CH:37]=[CH:36][CH:35]=[C:34]([O:38][CH3:39])[CH:33]=4)=[O:31])=[C:18]3[C:24]([O:26][CH2:27][CH3:28])=[O:25])=[CH:15][CH:16]=2)[CH:8]=[CH:7][CH:6]=1)(=[O:3])[CH3:2], predict the reactants needed to synthesize it. The reactants are: [C:1]([NH:4][C:5]1[N:10]=[C:9]([C:11]2[CH:16]=[CH:15][C:14]([N:17]3[C:21]([Cl:22])=[CH:20][C:19]([NH2:23])=[C:18]3[C:24]([O:26][CH2:27][CH3:28])=[O:25])=[CH:13][CH:12]=2)[CH:8]=[CH:7][CH:6]=1)(=[O:3])[CH3:2].[N:29]([C:32]1[CH:37]=[CH:36][CH:35]=[C:34]([O:38][CH3:39])[CH:33]=1)=[C:30]=[O:31]. (4) Given the product [Cl:36][C:9]1[N:8]2[C:11]([CH3:23])=[N:12][C:13]([C:14]3[C:19]([CH3:20])=[CH:18][C:17]([CH3:21])=[CH:16][C:15]=3[CH3:22])=[C:7]2[N:6]=[C:5]([CH3:24])[C:4]=1[CH2:3][CH2:2][Cl:1], predict the reactants needed to synthesize it. The reactants are: [Cl:1][CH2:2][CH2:3][C:4]1[C:5]([CH3:24])=[N:6][C:7]2[N:8]([C:11]([CH3:23])=[N:12][C:13]=2[C:14]2[C:19]([CH3:20])=[CH:18][C:17]([CH3:21])=[CH:16][C:15]=2[CH3:22])[C:9]=1O.CN(C)C1C=CC=CC=1.P(Cl)(Cl)([Cl:36])=O. (5) Given the product [Cl:1][C:2]1[CH:3]=[C:4]([NH:8][C:9]2[N:14]=[C:13]([CH:15]([CH3:16])[CH3:17])[C:12]([C:18]([OH:20])=[O:19])=[CH:11][N:10]=2)[CH:5]=[CH:6][CH:7]=1, predict the reactants needed to synthesize it. The reactants are: [Cl:1][C:2]1[CH:3]=[C:4]([NH:8][C:9]2[N:14]=[C:13]([CH:15]3[CH2:17][CH2:16]3)[C:12]([C:18]([OH:20])=[O:19])=[CH:11][N:10]=2)[CH:5]=[CH:6][CH:7]=1.C(OC(C1C(C(C)C)=NC(NC2C=CC=C(Cl)C=2)=NC=1)=O)C. (6) Given the product [CH3:1][S:2]([C:5]1[CH:10]=[CH:9][C:8](/[CH:11]=[CH:12]/[CH3:13])=[C:7]([CH:6]=1)[NH2:14])(=[O:3])=[O:4], predict the reactants needed to synthesize it. The reactants are: [CH3:1][S:2]([C:5]1[CH:10]=[CH:9][C:8](/[CH:11]=[CH:12]/[CH3:13])=[C:7]([N+:14]([O-])=O)[CH:6]=1)(=[O:4])=[O:3].